Dataset: Forward reaction prediction with 1.9M reactions from USPTO patents (1976-2016). Task: Predict the product of the given reaction. (1) Given the reactants [CH3:1][C:2]1[CH:3]=[C:4]([CH:19]=[C:20]([O:22][C:23]2[CH:28]=[CH:27][C:26]([C:29]([F:32])([F:31])[F:30])=[CH:25][N:24]=2)[CH:21]=1)[CH:5]=[C:6]1[CH2:11][CH2:10][N:9](C(OC(C)(C)C)=O)[CH2:8][CH2:7]1.C(O)(C(F)(F)F)=O, predict the reaction product. The product is: [CH3:1][C:2]1[CH:21]=[C:20]([CH:19]=[C:4]([CH:5]=[C:6]2[CH2:11][CH2:10][NH:9][CH2:8][CH2:7]2)[CH:3]=1)[O:22][C:23]1[CH:28]=[CH:27][C:26]([C:29]([F:31])([F:32])[F:30])=[CH:25][N:24]=1. (2) Given the reactants [O:1]1[CH2:6][CH2:5][CH2:4][O:3][CH:2]1[C:7]1[C:16]2[C:11](=[CH:12][CH:13]=[CH:14][CH:15]=2)[CH:10]=[C:9]([C:17](OC)=[O:18])[CH:8]=1.[H-].[Al+3].[Li+].[H-].[H-].[H-].O.[OH-].[Na+], predict the reaction product. The product is: [O:1]1[CH2:6][CH2:5][CH2:4][O:3][CH:2]1[C:7]1[C:16]2[C:11](=[CH:12][CH:13]=[CH:14][CH:15]=2)[CH:10]=[C:9]([CH2:17][OH:18])[CH:8]=1. (3) Given the reactants [CH3:1][O:2][C:3]1[CH:4]=[C:5]([C:9]2[C:14]([C:15]3[CH:20]=[CH:19][CH:18]=[CH:17][CH:16]=3)=[CH:13][C:12]([N+:21]([O-])=O)=[CH:11][N:10]=2)[CH:6]=[CH:7][CH:8]=1, predict the reaction product. The product is: [CH3:1][O:2][C:3]1[CH:4]=[C:5]([C:9]2[N:10]=[CH:11][C:12]([NH2:21])=[CH:13][C:14]=2[C:15]2[CH:20]=[CH:19][CH:18]=[CH:17][CH:16]=2)[CH:6]=[CH:7][CH:8]=1. (4) Given the reactants C1(S([N:10]2[C:14]3=[N:15][CH:16]=[CH:17][CH:18]=[C:13]3[CH:12]=[C:11]2[C:19]([C:27]2[CH:32]=[CH:31][C:30]([S:33]([CH3:36])(=[O:35])=[O:34])=[CH:29][N:28]=2)(O)[CH2:20][CH:21]2[CH2:25][CH2:24][CH2:23][CH2:22]2)(=O)=O)C=CC=CC=1.[F-].C([N+](CCCC)(CCCC)CCCC)CCC.O1CCCC1, predict the reaction product. The product is: [CH:21]1([CH:20]=[C:19]([C:11]2[NH:10][C:14]3=[N:15][CH:16]=[CH:17][CH:18]=[C:13]3[CH:12]=2)[C:27]2[CH:32]=[CH:31][C:30]([S:33]([CH3:36])(=[O:35])=[O:34])=[CH:29][N:28]=2)[CH2:25][CH2:24][CH2:23][CH2:22]1.